This data is from Reaction yield outcomes from USPTO patents with 853,638 reactions. The task is: Predict the reaction yield, written as a fraction of the theoretical maximum amount of product (1.0 means a 100% yield; for example, 0.34 means a 34% yield). (1) The reactants are [CH3:1][NH+:2]1[CH2:7][C:6]([C:8]([OH:10])=[O:9])=[CH:5][CH2:4][CH2:3]1.[Cl-]. The catalyst is O.[Pd]. The product is [CH3:1][N:2]1[CH2:3][CH2:4][CH2:5][CH:6]([C:8]([OH:10])=[O:9])[CH2:7]1. The yield is 0.920. (2) The reactants are Br[C:2]1[CH:14]=[CH:13][C:12]2[C:11]3[C:6](=[CH:7][C:8]([Br:15])=[CH:9][CH:10]=3)[C:5]([CH3:17])([CH3:16])[C:4]=2[CH:3]=1.[C:18]1([N:24]([C:34]2[CH:39]=[CH:38][CH:37]=[CH:36][CH:35]=2)[C:25]2[CH:26]=[C:27](B(O)O)[CH:28]=[CH:29][CH:30]=2)[CH:23]=[CH:22][CH:21]=[CH:20][CH:19]=1.C([O-])([O-])=O.[K+].[K+]. The catalyst is C1(C)C=CC=CC=1.O.C1C=CC(P(C2C=CC=CC=2)C2C=CC=CC=2)=CC=1.C1C=CC(P(C2C=CC=CC=2)C2C=CC=CC=2)=CC=1.C1C=CC(P(C2C=CC=CC=2)C2C=CC=CC=2)=CC=1.C1C=CC(P(C2C=CC=CC=2)C2C=CC=CC=2)=CC=1.[Pd]. The product is [Br:15][C:8]1[CH:7]=[C:6]2[C:11]([C:12]3[CH:13]=[CH:14][C:2]([C:29]4[CH:30]=[C:25]([CH:26]=[CH:27][CH:28]=4)[N:24]([C:34]4[CH:35]=[CH:36][CH:37]=[CH:38][CH:39]=4)[C:18]4[CH:23]=[CH:22][CH:21]=[CH:20][CH:19]=4)=[CH:3][C:4]=3[C:5]2([CH3:16])[CH3:17])=[CH:10][CH:9]=1. The yield is 0.410. (3) The reactants are [S:1]1[CH2:6][CH2:5][N:4]([CH:7]2[CH2:11][CH2:10][N:9]([C:12]([O:14][C:15]([CH3:18])([CH3:17])[CH3:16])=[O:13])[CH2:8]2)[C:3]2[CH:19]=[CH:20][CH:21]=[CH:22][C:2]1=2.[Br:23]N1C(=O)CCC1=O. The catalyst is CN(C=O)C.O. The product is [Br:23][C:21]1[CH:20]=[CH:19][C:3]2[N:4]([CH:7]3[CH2:11][CH2:10][N:9]([C:12]([O:14][C:15]([CH3:18])([CH3:17])[CH3:16])=[O:13])[CH2:8]3)[CH2:5][CH2:6][S:1][C:2]=2[CH:22]=1. The yield is 0.900. (4) The reactants are [CH3:1][O:2][CH2:3][C:4](Cl)=[O:5].[N:7]1([C@H:13]2[CH2:16][C@H:15]([O:17][C:18]3[CH:23]=[CH:22][C:21]([C:24]4[S:25][C:26]5[CH2:27][NH:28][CH2:29][CH2:30][C:31]=5[N:32]=4)=[CH:20][CH:19]=3)[CH2:14]2)[CH2:12][CH2:11][CH2:10][CH2:9][CH2:8]1.C(N(CC)CC)C. The catalyst is ClCCl. The product is [CH3:1][O:2][CH2:3][C:4]([N:28]1[CH2:29][CH2:30][C:31]2[N:32]=[C:24]([C:21]3[CH:20]=[CH:19][C:18]([O:17][C@H:15]4[CH2:14][C@H:13]([N:7]5[CH2:12][CH2:11][CH2:10][CH2:9][CH2:8]5)[CH2:16]4)=[CH:23][CH:22]=3)[S:25][C:26]=2[CH2:27]1)=[O:5]. The yield is 0.560. (5) The reactants are [Br:1][C:2]1[CH:7]=[C:6]2[NH:8][CH2:9][C:10]3([CH2:13][S:12][CH2:11]3)[C:5]2=[CH:4][CH:3]=1.C(N(CC)CC)C.[C:21](Cl)([CH3:23])=[O:22].Cl. The catalyst is CN(C1C=CN=CC=1)C.ClCCl. The product is [C:21]([N:8]1[C:6]2[C:5](=[CH:4][CH:3]=[C:2]([Br:1])[CH:7]=2)[C:10]2([CH2:13][S:12][CH2:11]2)[CH2:9]1)(=[O:22])[CH3:23]. The yield is 1.00. (6) The reactants are [Br:1]N1C(=O)CCC1=O.C1(P(C2C=CC=CC=2)C2C=CC=CC=2)C=CC=CC=1.N1C=CC=CC=1.O[CH2:35][CH2:36][C@H:37]([NH:46][C:47]([O:49][C:50]([CH3:53])([CH3:52])[CH3:51])=[O:48])[C:38]([O:40][CH:41]1[CH2:45][CH2:44][CH2:43][CH2:42]1)=[O:39]. The catalyst is C(Cl)Cl. The product is [Br:1][CH2:35][CH2:36][C@H:37]([NH:46][C:47]([O:49][C:50]([CH3:53])([CH3:52])[CH3:51])=[O:48])[C:38]([O:40][CH:41]1[CH2:45][CH2:44][CH2:43][CH2:42]1)=[O:39]. The yield is 0.840. (7) The reactants are Cl[CH2:2][CH2:3][CH2:4][C:5](Cl)=[O:6].Cl.[NH2:9][CH:10]([C:23]1[CH:28]=[CH:27][C:26]([F:29])=[CH:25][CH:24]=1)[CH:11]([C:13]1[C:22]2[C:17](=[CH:18][CH:19]=[CH:20][CH:21]=2)[CH:16]=[CH:15][CH:14]=1)[OH:12].C(N(CC)CC)C.[OH-].[Na+].[I-].[K+].P([O-])(O)(O)=O.[Na+]. The catalyst is CN(C=O)C. The product is [F:29][C:26]1[CH:25]=[CH:24][C:23]([CH:10]([N:9]2[CH2:2][CH2:3][CH2:4][C:5]2=[O:6])[CH:11]([OH:12])[C:13]2[C:22]3[C:17](=[CH:18][CH:19]=[CH:20][CH:21]=3)[CH:16]=[CH:15][CH:14]=2)=[CH:28][CH:27]=1. The yield is 0.120. (8) The reactants are [CH:1]([N:4]1[N:13]=[C:12]([NH:14][C:15]2[CH:19]=[C:18]([CH3:20])[NH:17][N:16]=2)[C:11]2[C:6](=[CH:7][C:8]([O:21][CH2:22][CH2:23][S:24][CH3:25])=[CH:9][CH:10]=2)[C:5]1=[O:26])([CH3:3])[CH3:2].ClC1C=C(C=CC=1)C(OO)=[O:32]. The catalyst is ClCCl. The product is [CH:1]([N:4]1[N:13]=[C:12]([NH:14][C:15]2[CH:19]=[C:18]([CH3:20])[NH:17][N:16]=2)[C:11]2[C:6](=[CH:7][C:8]([O:21][CH2:22][CH2:23][S:24]([CH3:25])=[O:32])=[CH:9][CH:10]=2)[C:5]1=[O:26])([CH3:2])[CH3:3]. The yield is 0.140. (9) The reactants are [NH2:1][CH:2]1[CH2:7][CH2:6][O:5][CH2:4][CH2:3]1.[O:8]1[C:12]2[CH:13]=[CH:14][CH:15]=[CH:16][C:11]=2[CH:10]=[C:9]1[C:17]1[N:22]=[C:21]([NH:23][C:24]2[CH:28]=[C:27]([CH3:29])[NH:26][N:25]=2)[CH:20]=[C:19](Cl)[N:18]=1. No catalyst specified. The product is [O:8]1[C:12]2[CH:13]=[CH:14][CH:15]=[CH:16][C:11]=2[CH:10]=[C:9]1[C:17]1[N:18]=[C:19]([NH:1][CH:2]2[CH2:7][CH2:6][O:5][CH2:4][CH2:3]2)[CH:20]=[C:21]([NH:23][C:24]2[CH:28]=[C:27]([CH3:29])[NH:26][N:25]=2)[N:22]=1. The yield is 0.417. (10) The reactants are [S:1]1[CH:5]=[CH:4][C:3]2[S:6][CH:7]=[CH:8][C:2]1=2.[Li]CCCC.C(O[B:18]1[O:22][C:21]([CH3:24])([CH3:23])[C:20]([CH3:26])([CH3:25])[O:19]1)(C)C.[Cl-].[NH4+]. The catalyst is C1COCC1. The product is [CH3:25][C:20]1([CH3:26])[C:21]([CH3:24])([CH3:23])[O:22][B:18]([C:5]2[S:1][C:2]3[CH:8]=[CH:7][S:6][C:3]=3[CH:4]=2)[O:19]1. The yield is 0.730.